Dataset: Forward reaction prediction with 1.9M reactions from USPTO patents (1976-2016). Task: Predict the product of the given reaction. (1) Given the reactants [S:1]1[C:8]2[CH:7]=[C:6]([C:9]([NH2:11])=[O:10])[NH:5][C:4]=2[CH:3]=[CH:2]1.[H-].[Na+].[C:14]1([S:20][S:20][C:14]2[CH:19]=[CH:18][CH:17]=[CH:16][CH:15]=2)[CH:19]=[CH:18][CH:17]=[CH:16][CH:15]=1, predict the reaction product. The product is: [C:14]1([S:20][C:7]2[C:8]3[S:1][CH:2]=[CH:3][C:4]=3[NH:5][C:6]=2[C:9]([NH2:11])=[O:10])[CH:19]=[CH:18][CH:17]=[CH:16][CH:15]=1. (2) Given the reactants [C:1]([OH:7])([C:3]([F:6])([F:5])[F:4])=[O:2].[CH3:8][Si:9]([C:12]#[C:13][C:14]1[NH:18][C:17]([C@@H:19]2[CH2:24][C@@H:23]3[C@@H:21]([CH2:22]3)[N:20]2C(OC(C)(C)C)=O)=[N:16][CH:15]=1)([CH3:11])[CH3:10], predict the reaction product. The product is: [C:1]([OH:7])([C:3]([F:6])([F:5])[F:4])=[O:2].[CH3:8][Si:9]([C:12]#[C:13][C:14]1[N:18]=[C:17]([C@@H:19]2[CH2:24][C@@H:23]3[C@@H:21]([CH2:22]3)[NH:20]2)[NH:16][CH:15]=1)([CH3:10])[CH3:11]. (3) Given the reactants [CH3:1][N:2]([CH3:30])[C:3](=[O:29])[O:4][C:5]1[CH:10]=[CH:9][CH:8]=[C:7]([NH:11][C:12]([C:14]2([CH2:20][O:21][CH2:22][C:23]3[CH:28]=[CH:27][CH:26]=[CH:25][CH:24]=3)[CH2:19][CH2:18][NH:17][CH2:16][CH2:15]2)=[O:13])[CH:6]=1.C(N(CC)C(C)C)(C)C.Cl[C:41]1[C:42]2[C:49]([CH3:50])=[CH:48][NH:47][C:43]=2[N:44]=[CH:45][N:46]=1, predict the reaction product. The product is: [CH3:1][N:2]([CH3:30])[C:3](=[O:29])[O:4][C:5]1[CH:10]=[CH:9][CH:8]=[C:7]([NH:11][C:12]([C:14]2([CH2:20][O:21][CH2:22][C:23]3[CH:24]=[CH:25][CH:26]=[CH:27][CH:28]=3)[CH2:15][CH2:16][N:17]([C:41]3[C:42]4[C:49]([CH3:50])=[CH:48][NH:47][C:43]=4[N:44]=[CH:45][N:46]=3)[CH2:18][CH2:19]2)=[O:13])[CH:6]=1. (4) Given the reactants [CH2:1]([O:3][C:4](=[O:24])[CH2:5][C:6]1[C:14]2[C:9](=[CH:10][CH:11]=[C:12]([OH:15])[CH:13]=2)[N:8]([CH2:16][C:17]2[CH:22]=[CH:21][CH:20]=[CH:19][CH:18]=2)[C:7]=1[CH3:23])[CH3:2].C([O-])([O-])=O.[K+].[K+].[CH2:31]([O:33][P:34]([CH2:39][CH2:40][CH2:41]Br)(=[O:38])[O:35][CH2:36][CH3:37])[CH3:32], predict the reaction product. The product is: [CH2:1]([O:3][C:4](=[O:24])[CH2:5][C:6]1[C:14]2[C:9](=[CH:10][CH:11]=[C:12]([O:15][CH2:41][CH2:40][CH2:39][P:34]([O:35][CH2:36][CH3:37])([O:33][CH2:31][CH3:32])=[O:38])[CH:13]=2)[N:8]([CH2:16][C:17]2[CH:18]=[CH:19][CH:20]=[CH:21][CH:22]=2)[C:7]=1[CH3:23])[CH3:2]. (5) The product is: [CH3:14][O:15][CH2:3][CH:2]([CH:4]1[CH2:13][CH2:12][C:7]2([O:11][CH2:10][CH2:9][O:8]2)[CH2:6][CH2:5]1)[OH:1]. Given the reactants [O:1]1[CH2:3][CH:2]1[CH:4]1[CH2:13][CH2:12][C:7]2([O:11][CH2:10][CH2:9][O:8]2)[CH2:6][CH2:5]1.[CH3:14][O-:15].[Na+], predict the reaction product. (6) Given the reactants [CH3:1][O:2][C:3]1[CH:18]=[CH:17][C:6](/[CH:7]=[N:8]/[NH:9][C:10]([O:12][C:13]([CH3:16])([CH3:15])[CH3:14])=[O:11])=[CH:5][CH:4]=1.[H][H], predict the reaction product. The product is: [CH3:1][O:2][C:3]1[CH:4]=[CH:5][C:6]([CH2:7][NH:8][NH:9][C:10]([O:12][C:13]([CH3:14])([CH3:16])[CH3:15])=[O:11])=[CH:17][CH:18]=1.